Predict the reaction yield, written as a fraction of the theoretical maximum amount of product (1.0 means a 100% yield; for example, 0.34 means a 34% yield). From a dataset of Reaction yield outcomes from USPTO patents with 853,638 reactions. The reactants are C(OC([N:8]1[C@@H:12]([CH2:13][N:14]([CH2:21][CH3:22])[C:15]2[CH:20]=[CH:19][CH:18]=[CH:17][CH:16]=2)[CH2:11][O:10]C1(C)C)=O)(C)(C)C.Cl. The catalyst is O1CCOCC1. The product is [NH2:8][C@@H:12]([CH2:13][N:14]([CH2:21][CH3:22])[C:15]1[CH:20]=[CH:19][CH:18]=[CH:17][CH:16]=1)[CH2:11][OH:10]. The yield is 0.620.